Dataset: Catalyst prediction with 721,799 reactions and 888 catalyst types from USPTO. Task: Predict which catalyst facilitates the given reaction. (1) Reactant: [CH3:1][N:2]([CH3:32])[C:3]([C:5]1[N:26]([CH:27]2[CH2:31][CH2:30][CH2:29][CH2:28]2)[C:8]2[N:9]=[C:10]([NH:13][C:14]3[CH:19]=[CH:18][C:17]([N:20]4[CH2:25][CH2:24][NH:23][CH2:22][CH2:21]4)=[CH:16][N:15]=3)[N:11]=[CH:12][C:7]=2[CH:6]=1)=[O:4].[CH:33]1([C:36](Cl)=[O:37])CC1.CC[N:41](CC)CC. Product: [CH3:1][N:2]([CH3:32])[C:3]([C:5]1[N:26]([CH:27]2[CH2:31][CH2:30][CH2:29][CH2:28]2)[C:8]2[N:9]=[C:10]([NH:13][C:14]3[CH:19]=[CH:18][C:17]([N:20]4[CH2:21][CH2:22][N:23]([CH2:33][C:36](=[O:37])[NH2:41])[CH2:24][CH2:25]4)=[CH:16][N:15]=3)[N:11]=[CH:12][C:7]=2[CH:6]=1)=[O:4]. The catalyst class is: 2. (2) Reactant: [F:1][C:2]([F:28])([F:27])[C@@:3]([CH2:17][S@:18]([C:20]1[CH:25]=[CH:24][C:23]([CH3:26])=[CH:22][CH:21]=1)=O)([OH:16])[CH2:4][C:5]([C:8]1[CH:13]=[C:12]([F:14])[CH:11]=[CH:10][C:9]=1[CH3:15])([CH3:7])[CH3:6].[I-].[Na+].FC(F)(F)C(OC(=O)C(F)(F)F)=O. Product: [F:28][C:2]([F:1])([F:27])[C@@:3]([CH2:17][S:18][C:20]1[CH:21]=[CH:22][C:23]([CH3:26])=[CH:24][CH:25]=1)([OH:16])[CH2:4][C:5]([C:8]1[CH:13]=[C:12]([F:14])[CH:11]=[CH:10][C:9]=1[CH3:15])([CH3:6])[CH3:7]. The catalyst class is: 21. (3) Reactant: O[CH2:2][CH2:3][O:4][C:5]1[CH:6]=[C:7]([C:14]2[C:15](=[O:31])[N:16]([CH3:30])[C:17](=[O:29])[C:18]=2[C:19]2[C:27]3[C:22](=[CH:23][CH:24]=[CH:25][CH:26]=3)[N:21]([CH3:28])[CH:20]=2)[C:8]2[O:12][CH:11]=[CH:10][C:9]=2[CH:13]=1.C1(P(C2C=CC=CC=2)C2C=CC=CC=2)C=CC=CC=1.C(Br)(Br)(Br)[Br:52]. Product: [Br:52][CH2:2][CH2:3][O:4][C:5]1[CH:6]=[C:7]([C:14]2[C:15](=[O:31])[N:16]([CH3:30])[C:17](=[O:29])[C:18]=2[C:19]2[C:27]3[C:22](=[CH:23][CH:24]=[CH:25][CH:26]=3)[N:21]([CH3:28])[CH:20]=2)[C:8]2[O:12][CH:11]=[CH:10][C:9]=2[CH:13]=1. The catalyst class is: 4.